The task is: Predict the reaction yield, written as a fraction of the theoretical maximum amount of product (1.0 means a 100% yield; for example, 0.34 means a 34% yield).. This data is from Reaction yield outcomes from USPTO patents with 853,638 reactions. (1) The reactants are [NH2:1][C:2]1[C:7]([N+:8]([O-:10])=[O:9])=[CH:6][CH:5]=[C:4](Cl)[N:3]=1.C([O-])([O-])=O.[Na+].[Na+].[N:18]1[CH:23]=[CH:22][CH:21]=[C:20](B(O)O)[CH:19]=1. The catalyst is O1CCOCC1.O.C1C=CC(P(C2C=CC=CC=2)[C-]2C=CC=C2)=CC=1.C1C=CC(P(C2C=CC=CC=2)[C-]2C=CC=C2)=CC=1.Cl[Pd]Cl.[Fe+2].C(Cl)Cl. The product is [N+:8]([C:7]1[CH:6]=[CH:5][C:4]([C:20]2[CH:19]=[N:18][CH:23]=[CH:22][CH:21]=2)=[N:3][C:2]=1[NH2:1])([O-:10])=[O:9]. The yield is 0.430. (2) The reactants are Cl[C:2](OCC)=[O:3].[NH2:7][N:8]1[CH:12]=[CH:11][CH:10]=[C:9]1[C:13]([NH2:15])=[O:14].N1C=CC=CC=1. The catalyst is O1CCOCC1. The product is [NH:7]1[C:2](=[O:3])[NH:15][C:13](=[O:14])[C:9]2=[CH:10][CH:11]=[CH:12][N:8]12. The yield is 0.630. (3) The reactants are [CH2:1]([SH:5])[CH2:2][CH2:3][CH3:4].[N+]([C:9]1[CH:16]=[CH:15][CH:14]=[C:13]([N+:17]([O-:19])=[O:18])[C:10]=1[C:11]#[N:12])([O-])=O. No catalyst specified. The product is [N+:17]([C:13]1[CH:14]=[CH:15][CH:16]=[C:9]([S:5][CH2:1][CH2:2][CH2:3][CH3:4])[C:10]=1[C:11]#[N:12])([O-:19])=[O:18]. The yield is 0.900. (4) The product is [F:19][C:20]1[CH:25]=[CH:24][CH:23]=[C:22]([F:26])[C:21]=1[S:27]([NH:1][C:2]1[C:3]([F:12])=[C:4]([CH:9]=[CH:10][CH:11]=1)[C:5]([O:7][CH3:8])=[O:6])(=[O:29])=[O:28]. The yield is 0.870. The reactants are [NH2:1][C:2]1[C:3]([F:12])=[C:4]([CH:9]=[CH:10][CH:11]=1)[C:5]([O:7][CH3:8])=[O:6].N1C=CC=CC=1.[F:19][C:20]1[CH:25]=[CH:24][CH:23]=[C:22]([F:26])[C:21]=1[S:27](Cl)(=[O:29])=[O:28]. The catalyst is C(Cl)Cl. (5) The reactants are [F:1][C:2]1[CH:7]=[CH:6][C:5]([SH:8])=[CH:4][CH:3]=1.[C:9]1(=[O:13])[O:12][CH2:11][CH2:10]1.[H-].[Na+]. The catalyst is C1COCC1. The product is [F:1][C:2]1[CH:7]=[CH:6][C:5]([S:8][CH2:11][CH2:10][C:9]([OH:13])=[O:12])=[CH:4][CH:3]=1. The yield is 0.890. (6) The reactants are Cl[C:2]1[C:7]2=[CH:8][N:9]([C:11]3[C:16]([Cl:17])=[CH:15][C:14]([N+:18]([O-:20])=[O:19])=[CH:13][C:12]=3[Cl:21])[N:10]=[C:6]2[C:5]([F:22])=[CH:4][N:3]=1.[Br:23][Si](C)(C)C. The catalyst is C(#N)CC. The product is [Br:23][C:2]1[C:7]2=[CH:8][N:9]([C:11]3[C:16]([Cl:17])=[CH:15][C:14]([N+:18]([O-:20])=[O:19])=[CH:13][C:12]=3[Cl:21])[N:10]=[C:6]2[C:5]([F:22])=[CH:4][N:3]=1. The yield is 1.00. (7) The yield is 0.890. The catalyst is O1CCOCC1.C1C=CC([P]([Pd]([P](C2C=CC=CC=2)(C2C=CC=CC=2)C2C=CC=CC=2)([P](C2C=CC=CC=2)(C2C=CC=CC=2)C2C=CC=CC=2)[P](C2C=CC=CC=2)(C2C=CC=CC=2)C2C=CC=CC=2)(C2C=CC=CC=2)C2C=CC=CC=2)=CC=1.S1C=CC=C1C([O-])=O.[Cu+]. The reactants are [N:1]1([C:7]2[C:8]3[N:28]=[C:27]([CH2:29][N:30]4[CH2:35][CH2:34][CH:33]([C:36]([OH:39])([CH3:38])[CH3:37])[CH2:32][CH2:31]4)[S:26][C:9]=3[N:10]=[C:11]([Sn](CCCC)(CCCC)CCCC)[N:12]=2)[CH2:6][CH2:5][O:4][CH2:3][CH2:2]1.Br[C:41]1[N:46]2[CH:47]=[CH:48][N:49]=[C:45]2[C:44]([CH3:50])=[CH:43][CH:42]=1. The product is [CH3:50][C:44]1[C:45]2[N:46]([CH:47]=[CH:48][N:49]=2)[C:41]([C:11]2[N:12]=[C:7]([N:1]3[CH2:6][CH2:5][O:4][CH2:3][CH2:2]3)[C:8]3[N:28]=[C:27]([CH2:29][N:30]4[CH2:35][CH2:34][CH:33]([C:36]([OH:39])([CH3:37])[CH3:38])[CH2:32][CH2:31]4)[S:26][C:9]=3[N:10]=2)=[CH:42][CH:43]=1. (8) The reactants are [CH2:1]([O:3][C:4]([C:6]1[C:7]([CH3:19])=[C:8](C(OC(C)(C)C)=O)[NH:9][C:10]=1[CH3:11])=[O:5])[CH3:2].C(O)C.Cl. The catalyst is O. The product is [CH2:1]([O:3][C:4]([C:6]1[C:7]([CH3:19])=[CH:8][NH:9][C:10]=1[CH3:11])=[O:5])[CH3:2]. The yield is 0.870.